Dataset: Reaction yield outcomes from USPTO patents with 853,638 reactions. Task: Predict the reaction yield, written as a fraction of the theoretical maximum amount of product (1.0 means a 100% yield; for example, 0.34 means a 34% yield). (1) The reactants are [CH:1]([O:8][CH2:9][CH3:10])([O:5]CC)OCC.C(OC(=O)C)(=O)C.C([O:20][C:21](=O)[CH:22]([CH3:31])[C:23](=[O:30])[CH2:24][C:25](OCC)=O)C.[CH3:33][NH2:34]. The catalyst is C(OCC)C.O. The product is [CH2:9]([O:8][C:1]([C:24]1[C:23]([OH:30])=[C:22]([CH3:31])[C:21](=[O:20])[N:34]([CH3:33])[CH:25]=1)=[O:5])[CH3:10]. The yield is 0.550. (2) The product is [CH3:41][C:33]1([CH3:42])[N:32]([C:30]([O:29][C:25]([CH3:26])([CH3:27])[CH3:28])=[O:31])[C@:36]([CH3:40])([C:37]([NH:68][NH:67][C:65](=[O:66])[C:64]2[CH:69]=[CH:70][C:61]([O:60][CH2:52][CH2:53][CH2:54][CH2:55][CH2:56][CH2:57][CH2:58][CH3:59])=[C:62]([C:71]([F:72])([F:74])[F:73])[CH:63]=2)=[O:39])[CH2:35][O:34]1. The catalyst is ClCCl.CN(C)C=O. The yield is 1.08. The reactants are CN(C(ON1N=NC2C=CC=NC1=2)=[N+](C)C)C.F[P-](F)(F)(F)(F)F.[C:25]([O:29][C:30]([N:32]1[C@@:36]([CH3:40])([C:37]([OH:39])=O)[CH2:35][O:34][C:33]1([CH3:42])[CH3:41])=[O:31])([CH3:28])([CH3:27])[CH3:26].C(N(CC)C(C)C)(C)C.[CH2:52]([O:60][C:61]1[CH:70]=[CH:69][C:64]([C:65]([NH:67][NH2:68])=[O:66])=[CH:63][C:62]=1[C:71]([F:74])([F:73])[F:72])[CH2:53][CH2:54][CH2:55][CH2:56][CH2:57][CH2:58][CH3:59]. (3) The reactants are [CH2:1]([C:3]1([CH2:13][CH3:14])[C:11]2[C:6](=[CH:7][CH:8]=[CH:9][CH:10]=2)[NH:5][C:4]1=[O:12])[CH3:2].[N+:15]([O-])([OH:17])=[O:16]. The yield is 0.940. The catalyst is S(=O)(=O)(O)O. The product is [CH2:13]([C:3]1([CH2:1][CH3:2])[C:11]2[C:6](=[CH:7][CH:8]=[C:9]([N+:15]([O-:17])=[O:16])[CH:10]=2)[NH:5][C:4]1=[O:12])[CH3:14]. (4) The reactants are [CH2:1]([O:5][C:6]1([C:17]2[CH:22]=[CH:21][CH:20]=[CH:19][C:18]=2[CH3:23])[CH2:9][N:8](C(OC(C)(C)C)=O)[CH2:7]1)[C:2]#[C:3][CH3:4].[ClH:24]. The catalyst is C(OCC)(=O)C. The product is [ClH:24].[CH2:1]([O:5][C:6]1([C:17]2[CH:22]=[CH:21][CH:20]=[CH:19][C:18]=2[CH3:23])[CH2:7][NH:8][CH2:9]1)[C:2]#[C:3][CH3:4]. The yield is 0.960. (5) The reactants are [H-].[Li+].[O:3]=[C:4]1[NH:9][CH:8]=[CH:7][N:6]=[C:5]1[C:10]([O:12][CH3:13])=[O:11].Cl[CH2:15][C:16]1[CH:21]=[CH:20][CH:19]=[CH:18][CH:17]=1. The catalyst is CN(C=O)C. The product is [CH2:15]([N:9]1[CH:8]=[CH:7][N:6]=[C:5]([C:10]([O:12][CH3:13])=[O:11])[C:4]1=[O:3])[C:16]1[CH:21]=[CH:20][CH:19]=[CH:18][CH:17]=1. The yield is 0.640.